This data is from Forward reaction prediction with 1.9M reactions from USPTO patents (1976-2016). The task is: Predict the product of the given reaction. (1) Given the reactants Cl[S:2]([C:5]1[CH:13]=[CH:12][C:8]([C:9]([OH:11])=[O:10])=[CH:7][CH:6]=1)(=[O:4])=[O:3].[NH2:14][C:15]1[CH:24]=[CH:23][C:18]([C:19]([O:21][CH3:22])=[O:20])=[C:17]([F:25])[CH:16]=1.N1C=CC=CC=1, predict the reaction product. The product is: [F:25][C:17]1[CH:16]=[C:15]([NH:14][S:2]([C:5]2[CH:13]=[CH:12][C:8]([C:9]([OH:11])=[O:10])=[CH:7][CH:6]=2)(=[O:4])=[O:3])[CH:24]=[CH:23][C:18]=1[C:19]([O:21][CH3:22])=[O:20]. (2) Given the reactants C[O:2][C:3]([C:5]1[C:10]([NH2:11])=[N:9][CH:8]=[CH:7][N:6]=1)=O.[H-].[Al+3].[Li+].[H-].[H-].[H-], predict the reaction product. The product is: [NH2:11][C:10]1[C:5]([CH2:3][OH:2])=[N:6][CH:7]=[CH:8][N:9]=1. (3) Given the reactants [C:1]([O-:4])(=[O:3])[CH3:2].[CH3:5]C(CC(NC(CNC(C(NC(C(NC(C(NC(C(NC(C1NC(=O)CC1)=O)CC1NC=NC=1)=O)CC1C2C(=CC=CC=2)NC=1)=O)CO)=O)CC1C=CC(O)=CC=1)=O)=O)C(NC(C(N1C(C(NCC(N)=O)=O)CCC1)=O)CCCN=C(N)N)=[O:11])C.[OH2:90], predict the reaction product. The product is: [C:1]([OH:4])(=[O:3])[CH:2]([CH3:5])[OH:90].[C:1]([OH:4])(=[O:3])[CH2:2][OH:11]. (4) Given the reactants [CH:1]1([S:4]([C:7]2[CH:12]=[CH:11][C:10]([CH:13]([C:21]3[NH:25][C:24]([C:26]4[N:31]=[CH:30][C:29]([CH:32]=O)=[CH:28][CH:27]=4)=[CH:23][CH:22]=3)[CH2:14][CH:15]3[CH2:20][CH2:19][O:18][CH2:17][CH2:16]3)=[CH:9][CH:8]=2)(=[O:6])=[O:5])[CH2:3][CH2:2]1.[NH:34]1[CH2:39][CH2:38][O:37][CH2:36][CH2:35]1.C(O[BH-](OC(=O)C)OC(=O)C)(=O)C.[Na+], predict the reaction product. The product is: [CH:1]1([S:4]([C:7]2[CH:8]=[CH:9][C:10]([CH:13]([C:21]3[NH:25][C:24]([C:26]4[N:31]=[CH:30][C:29]([CH2:32][N:34]5[CH2:39][CH2:38][O:37][CH2:36][CH2:35]5)=[CH:28][CH:27]=4)=[CH:23][CH:22]=3)[CH2:14][CH:15]3[CH2:20][CH2:19][O:18][CH2:17][CH2:16]3)=[CH:11][CH:12]=2)(=[O:6])=[O:5])[CH2:2][CH2:3]1. (5) Given the reactants [CH:1]12[NH:16][CH:5]([CH2:6][N:7]([C:9]([O:11][C:12]([CH3:15])([CH3:14])[CH3:13])=[O:10])[CH2:8]1)[CH2:4][O:3][CH2:2]2.C(N(CC)CC)C.Cl[C:25]([O:27][CH2:28][C:29]1[CH:34]=[CH:33][CH:32]=[CH:31][CH:30]=1)=[O:26], predict the reaction product. The product is: [CH:5]12[N:16]([C:25]([O:27][CH2:28][C:29]3[CH:34]=[CH:33][CH:32]=[CH:31][CH:30]=3)=[O:26])[CH:1]([CH2:8][N:7]([C:9]([O:11][C:12]([CH3:13])([CH3:15])[CH3:14])=[O:10])[CH2:6]1)[CH2:2][O:3][CH2:4]2. (6) The product is: [OH:58][C:56]([CH3:59])([CH3:57])[CH2:55][NH:54][C:18](=[O:20])[CH2:17][CH:14]1[S:13][C:12]([C:9]2[NH:10][C:11]3[C:7]([CH:8]=2)=[CH:6][C:5]([O:21][C:22]2[CH:23]=[N:24][C:25]([S:28]([CH3:31])(=[O:30])=[O:29])=[CH:26][CH:27]=2)=[CH:4][C:3]=3[O:2][CH3:1])=[N:16][CH2:15]1. Given the reactants [CH3:1][O:2][C:3]1[CH:4]=[C:5]([O:21][C:22]2[CH:23]=[N:24][C:25]([S:28]([CH3:31])(=[O:30])=[O:29])=[CH:26][CH:27]=2)[CH:6]=[C:7]2[C:11]=1[NH:10][C:9]([C:12]1[S:13][CH:14]([CH2:17][C:18]([OH:20])=O)[CH2:15][N:16]=1)=[CH:8]2.Cl.C(N=C=NCCCN(C)C)C.ON1C2C=CC=CC=2N=N1.[NH2:54][CH2:55][C:56]([CH3:59])([OH:58])[CH3:57], predict the reaction product. (7) Given the reactants [NH2:1][CH2:2][CH:3]1[CH2:8][CH2:7][CH:6]([CH2:9][NH2:10])[CH2:5][CH2:4]1.[OH2:11].[C:12](Cl)(Cl)=[O:13].Cl[C:17]1C=CC=CC=1Cl, predict the reaction product. The product is: [N:1]([CH2:2][CH:3]1[CH2:8][CH2:7][CH:6]([CH2:9][N:10]=[C:12]=[O:13])[CH2:5][CH2:4]1)=[C:17]=[O:11]. (8) The product is: [C:1]([C:3]1[CH:4]=[C:5]([C:13]2[S:17][N:16]=[C:15]([C:18]3[CH:23]=[CH:22][C:21]([CH2:24][CH2:25][C:26]([O:28][C:29]([CH3:30])([CH3:32])[CH3:31])=[O:27])=[CH:20][C:19]=3[CH3:33])[N:14]=2)[CH:6]=[CH:7][C:8]=1[O:9][CH:10]([CH3:12])[CH3:11])#[N:2]. Given the reactants [C:1]([C:3]1[CH:4]=[C:5]([C:13]2[S:17][N:16]=[C:15]([C:18]3[CH:23]=[CH:22][C:21]([CH:24]=[CH:25][C:26]([O:28][C:29]([CH3:32])([CH3:31])[CH3:30])=[O:27])=[CH:20][C:19]=3[CH3:33])[N:14]=2)[CH:6]=[CH:7][C:8]=1[O:9][CH:10]([CH3:12])[CH3:11])#[N:2].[H][H], predict the reaction product.